This data is from Catalyst prediction with 721,799 reactions and 888 catalyst types from USPTO. The task is: Predict which catalyst facilitates the given reaction. (1) Reactant: C(N(CC)CC)C.ClC(OCC(C)C)=O.[CH2:16]([N:20]1[C:24]([C:25]#[N:26])=[C:23]([C:27](O)=[O:28])[N:22]=[C:21]1[N:30]1[CH2:35][CH2:34][N:33]([C:36]([O:38][C:39]([CH3:42])([CH3:41])[CH3:40])=[O:37])[CH2:32][CH2:31]1)[C:17]#[C:18][CH3:19]. Product: [CH2:16]([N:20]1[C:24]([C:25]#[N:26])=[C:23]([CH2:27][OH:28])[N:22]=[C:21]1[N:30]1[CH2:31][CH2:32][N:33]([C:36]([O:38][C:39]([CH3:42])([CH3:41])[CH3:40])=[O:37])[CH2:34][CH2:35]1)[C:17]#[C:18][CH3:19]. The catalyst class is: 7. (2) Reactant: C(O[C:5]([N:7]1[CH2:11][CH2:10][C:9]([C:32]#[N:33])([NH:12][C:13](=[O:31])[CH:14]([NH:22][C:23]([N:25]2[CH2:30][CH2:29][O:28][CH2:27][CH2:26]2)=[O:24])[CH2:15][CH:16]2[CH2:21][CH2:20][CH2:19][CH2:18][CH2:17]2)[CH2:8]1)=O)C=C.[CH3:34][C:35]1([CH3:43])[CH2:42]C(=O)[CH2:39][C:37](=[O:38])[CH2:36]1. Product: [C:32]([C:9]1([NH:12][C:13]([CH:14]([NH:22][C:23]([N:25]2[CH2:30][CH2:29][O:28][CH2:27][CH2:26]2)=[O:24])[CH2:15][CH:16]2[CH2:21][CH2:20][CH2:19][CH2:18][CH2:17]2)=[O:31])[CH2:10][CH2:11][N:7]([C:5]2[CH2:34][C:35]([CH3:43])([CH3:42])[CH2:36][C:37](=[O:38])[CH:39]=2)[CH2:8]1)#[N:33]. The catalyst class is: 532. (3) Reactant: [F:1][S:2]([F:17])([F:16])([F:15])([F:14])[C:3]1[CH:8]=[CH:7][C:6]([CH:9]=[CH:10][C:11](O)=[O:12])=[CH:5][CH:4]=1.C(Cl)(=O)C(Cl)=O.[NH3:24]. Product: [F:1][S:2]([F:17])([F:16])([F:15])([F:14])[C:3]1[CH:8]=[CH:7][C:6]([CH:9]=[CH:10][C:11]([NH2:24])=[O:12])=[CH:5][CH:4]=1. The catalyst class is: 213. (4) Reactant: [C:1]1([C:7]#[C:8][C:9]2[CH:18]=[C:17]3[C:12]([CH2:13][CH2:14][CH:15]([C:19]([O:21][CH3:22])=[O:20])[CH2:16]3)=[CH:11][CH:10]=2)[CH:6]=[CH:5][CH:4]=[CH:3][CH:2]=1. Product: [CH2:8]([C:9]1[CH:18]=[C:17]2[C:12]([CH2:13][CH2:14][CH:15]([C:19]([O:21][CH3:22])=[O:20])[CH2:16]2)=[CH:11][CH:10]=1)[CH2:7][C:1]1[CH:2]=[CH:3][CH:4]=[CH:5][CH:6]=1. The catalyst class is: 29. (5) Product: [Cl:1][C:2]1[CH:7]=[CH:6][C:5]([C:8]2[CH:12]=[C:11]([OH:13])[N:10]([CH3:19])[N:9]=2)=[C:4]([F:14])[CH:3]=1. Reactant: [Cl:1][C:2]1[CH:7]=[CH:6][C:5]([C:8]2[CH:12]=[C:11]([OH:13])[NH:10][N:9]=2)=[C:4]([F:14])[CH:3]=1.S(OC)(O[CH3:19])(=O)=O.N.Cl. The catalyst class is: 11. (6) Reactant: [Cl:1][CH2:2][CH2:3][O:4][C:5]1[CH:6]=[C:7]([C:11]2[C:12](=O)[C:13]([C:28]#[N:29])=[CH:14][N:15](CC3C=CC(OC)=C(OC)C=3)[CH:16]=2)[CH:8]=[CH:9][CH:10]=1.[Li+].[Cl-:32]. Product: [Cl:32][C:12]1[C:13]([C:28]#[N:29])=[CH:14][N:15]=[CH:16][C:11]=1[C:7]1[CH:8]=[CH:9][CH:10]=[C:5]([O:4][CH2:3][CH2:2][Cl:1])[CH:6]=1. The catalyst class is: 265. (7) Reactant: C([O:3][C:4]([C:6]1[N:10]2[N:11]=[C:12]([C:15]3[CH:20]=[CH:19][CH:18]=[CH:17][C:16]=3[CH:21]([F:23])[F:22])[CH:13]=[CH:14][C:9]2=[N:8][CH:7]=1)=[O:5])C.[OH-].[Na+]. Product: [F:23][CH:21]([F:22])[C:16]1[CH:17]=[CH:18][CH:19]=[CH:20][C:15]=1[C:12]1[CH:13]=[CH:14][C:9]2[N:10]([C:6]([C:4]([OH:5])=[O:3])=[CH:7][N:8]=2)[N:11]=1. The catalyst class is: 5.